From a dataset of Reaction yield outcomes from USPTO patents with 853,638 reactions. Predict the reaction yield, written as a fraction of the theoretical maximum amount of product (1.0 means a 100% yield; for example, 0.34 means a 34% yield). (1) The reactants are [Cl:1][C:2]1[CH:18]=[CH:17][C:5]2[CH2:6][CH2:7][N:8]([C:11](=[O:16])[C:12]([F:15])([F:14])[F:13])[CH2:9][CH2:10][C:4]=2[C:3]=1OS(C(F)(F)F)(=O)=O.[NH2:27][CH2:28][C:29]1[CH:44]=[CH:43][C:32]([C:33]([NH:35][CH:36]2[CH2:42][CH2:41][CH2:40][CH2:39][CH2:38][CH2:37]2)=[O:34])=[CH:31][C:30]=1[F:45]. The catalyst is C1(C)C=CC=CC=1. The product is [Cl:1][C:2]1[CH:18]=[CH:17][C:5]2[CH2:6][CH2:7][N:8]([C:11](=[O:16])[C:12]([F:15])([F:13])[F:14])[CH2:9][CH2:10][C:4]=2[C:3]=1[NH:27][CH2:28][C:29]1[CH:44]=[CH:43][C:32]([C:33](=[O:34])[NH:35][CH:36]2[CH2:42][CH2:41][CH2:40][CH2:39][CH2:38][CH2:37]2)=[CH:31][C:30]=1[F:45]. The yield is 0.700. (2) The reactants are [CH2:1]([N:8]1[C:16]2[CH:15]=[C:14]([CH2:17][CH2:18][O:19][CH3:20])[N:13]=[C:12]([NH:21]CC3C=CC=CC=3)[C:11]=2[NH:10][C:9]1=[O:29])[C:2]1[CH:7]=[CH:6][CH:5]=[CH:4][CH:3]=1.O.C([O-])(O)=O.[Na+]. The catalyst is S(=O)(=O)(O)O. The product is [NH2:21][C:12]1[C:11]2[NH:10][C:9](=[O:29])[N:8]([CH2:1][C:2]3[CH:7]=[CH:6][CH:5]=[CH:4][CH:3]=3)[C:16]=2[CH:15]=[C:14]([CH2:17][CH2:18][O:19][CH3:20])[N:13]=1. The yield is 0.130. (3) The reactants are [Cl:1][C:2]1[CH:10]=[C:9]2[C:5]([CH:6]=[C:7]([CH3:11])[NH:8]2)=[CH:4][CH:3]=1.[F:12][C:13]([F:24])([F:23])[C:14](O[C:14](=[O:15])[C:13]([F:24])([F:23])[F:12])=[O:15]. The catalyst is ClCCCl. The product is [Cl:1][C:2]1[CH:10]=[C:9]2[C:5]([C:6]([C:14](=[O:15])[C:13]([F:24])([F:23])[F:12])=[C:7]([CH3:11])[NH:8]2)=[CH:4][CH:3]=1. The yield is 0.950. (4) The reactants are CCN(C(C)C)C(C)C.[F:10][C:11]1[CH:12]=[C:13]([CH:17]=[C:18]([F:21])[C:19]=1[F:20])[C:14]([OH:16])=O.C1C=CC2N(O)N=NC=2C=1.CCN=C=NCCCN(C)C.Cl.[O:44]=[C:45]([N:62]1[CH2:67][CH2:66][NH:65][CH2:64][CH2:63]1)[CH2:46][NH:47][C:48]([C:50]1[CH:55]=[CH:54][C:53]([C:56]2[CH:61]=[CH:60][CH:59]=[CH:58][CH:57]=2)=[CH:52][CH:51]=1)=[O:49]. The catalyst is CN(C=O)C.O. The product is [O:44]=[C:45]([N:62]1[CH2:67][CH2:66][N:65]([C:14](=[O:16])[C:13]2[CH:17]=[C:18]([F:21])[C:19]([F:20])=[C:11]([F:10])[CH:12]=2)[CH2:64][CH2:63]1)[CH2:46][NH:47][C:48]([C:50]1[CH:51]=[CH:52][C:53]([C:56]2[CH:61]=[CH:60][CH:59]=[CH:58][CH:57]=2)=[CH:54][CH:55]=1)=[O:49]. The yield is 0.258. (5) The reactants are [CH:1]([N:3]([CH2:12][C@@H:13]([CH2:40][CH2:41][CH2:42][CH2:43][CH3:44])[C:14]([N:16]1[C@H:20]([C:21]([NH:23][C:24]2[N:25]=[N:26][CH:27]=[CH:28][CH:29]=2)=[O:22])[CH2:19][CH2:18][N:17]1C(OCC1C=CC=CC=1)=O)=[O:15])[O:4]CC1C=CC=CC=1)=[O:2]. The catalyst is CO.[OH-].[OH-].[Pd+2]. The product is [CH:1]([N:3]([CH2:12][C@@H:13]([CH2:40][CH2:41][CH2:42][CH2:43][CH3:44])[C:14]([N:16]1[C@H:20]([C:21]([NH:23][C:24]2[N:25]=[N:26][CH:27]=[CH:28][CH:29]=2)=[O:22])[CH2:19][CH2:18][NH:17]1)=[O:15])[OH:4])=[O:2]. The yield is 0.300. (6) The reactants are [OH:1][C:2]1[C:3]([CH2:15][CH:16]=[C:17]([CH3:20])[CH2:18][OH:19])=[C:4]([O:13][CH3:14])[C:5]([CH3:12])=[C:6]2[C:10]=1[C:9](=[O:11])[O:8][CH2:7]2.Br[CH2:22][P:23](=[O:32])([O:28][CH:29]([CH3:31])[CH3:30])[O:24][CH:25]([CH3:27])[CH3:26].CC(C)([O-])C.[Li+]. The catalyst is CN(C=O)C. The product is [CH:29]([O:28][P:23]([CH2:22][O:19][CH2:18][C:17]([CH3:20])=[CH:16][CH2:15][C:3]1[C:2]([OH:1])=[C:10]2[C:6](=[C:5]([CH3:12])[C:4]=1[O:13][CH3:14])[CH2:7][O:8][C:9]2=[O:11])(=[O:32])[O:24][CH:25]([CH3:27])[CH3:26])([CH3:31])[CH3:30]. The yield is 0.320.